Dataset: Forward reaction prediction with 1.9M reactions from USPTO patents (1976-2016). Task: Predict the product of the given reaction. (1) Given the reactants Br[C:2]1[C:3]([F:17])=[C:4]2[O:8][C:7]([CH:9]3[CH2:11][CH2:10]3)=[N:6][C:5]2=[C:12]([C:15]#[N:16])[C:13]=1[CH3:14].C([Sn](CCCC)(CCCC)[C:23]1[O:24][CH:25]=[CH:26][CH:27]=1)CCC, predict the reaction product. The product is: [CH:9]1([C:7]2[O:8][C:4]3[C:5](=[C:12]([C:15]#[N:16])[C:13]([CH3:14])=[C:2]([C:23]4[O:24][CH:25]=[CH:26][CH:27]=4)[C:3]=3[F:17])[N:6]=2)[CH2:11][CH2:10]1. (2) Given the reactants Br[C:2]1[CH:3]=[C:4]([NH:9][S:10]([C:13]2[CH:18]=[CH:17][C:16]([CH:19]([NH:21][CH3:22])[CH3:20])=[CH:15][CH:14]=2)(=[O:12])=[O:11])[C:5]([Cl:8])=[N:6][CH:7]=1.CC1(C)C(C)(C)OB([C:31]2[CH:32]=[CH:33][C:34]3[N:35]([CH:37]=[C:38]([NH:40][C:41](=[O:43])[CH3:42])[N:39]=3)[N:36]=2)O1.C(=O)([O-])[O-].[K+].[K+], predict the reaction product. The product is: [Cl:8][C:5]1[N:6]=[CH:7][C:2]([C:31]2[CH:32]=[CH:33][C:34]3[N:35]([CH:37]=[C:38]([NH:40][C:41](=[O:43])[CH3:42])[N:39]=3)[N:36]=2)=[CH:3][C:4]=1[NH:9][S:10]([C:13]1[CH:18]=[CH:17][C:16]([CH:19]([NH:21][CH3:22])[CH3:20])=[CH:15][CH:14]=1)(=[O:12])=[O:11]. (3) The product is: [Cl:31][C:32]1[N:33]=[CH:34][C:35]([NH:38][C:39]([C:41]2[CH:42]=[N:43][C:44]([NH:54][C:55](=[O:59])[NH:56][CH2:57][CH3:58])=[CH:45][C:46]=2[NH:47][C:48]2[CH:49]=[N:50][CH:51]=[CH:52][CH:53]=2)=[O:40])=[CH:36][N:37]=1.[CH2:57]([NH:56][C:55]([NH:54][C:44]1[N:43]=[CH:42][C:41]([C:39]([NH:38][C:35]2[CH:34]=[N:33][C:32]([N:65]3[CH2:66][CH2:67][C:62]([CH3:61])([C:68]([O:70][CH2:71][CH3:72])=[O:69])[CH2:63][CH2:64]3)=[N:37][CH:36]=2)=[O:40])=[C:46]([NH:47][C:48]2[CH:49]=[N:50][CH:51]=[CH:52][CH:53]=2)[CH:45]=1)=[O:59])[CH3:58]. Given the reactants N(C1C=C(NC(=O)NCC)N=CC=1C(O)=O)C1C=CC=CC=1.ClC1N=CC(N)=CN=1.[Cl:31][C:32]1[N:37]=[CH:36][C:35]([NH:38][C:39]([C:41]2[CH:42]=[N:43][C:44]([NH:54][C:55](=[O:59])[NH:56][CH2:57][CH3:58])=[CH:45][C:46]=2[NH:47][C:48]2[CH:49]=[N:50][CH:51]=[CH:52][CH:53]=2)=[O:40])=[CH:34][N:33]=1.Cl.[CH3:61][C:62]1([C:68]([O:70][CH2:71][CH3:72])=[O:69])[CH2:67][CH2:66][NH:65][CH2:64][CH2:63]1.C(N(C(C)C)C(C)C)C, predict the reaction product. (4) The product is: [CH3:1][O:2][C:3]1[CH:4]=[CH:5][C:6]([C:9]2[CH:14]=[C:13]([C:15]([F:17])([F:18])[F:16])[N:12]3[N:19]=[CH:20][C:21]([C:22]([N:42]4[CH2:43][CH2:44][N:39]([CH2:37][C:31]5[CH:32]=[CH:33][CH:34]=[CH:35][CH:36]=5)[CH2:40][CH2:41]4)=[O:23])=[C:11]3[N:10]=2)=[CH:7][CH:8]=1. Given the reactants [CH3:1][O:2][C:3]1[CH:8]=[CH:7][C:6]([C:9]2[CH:14]=[C:13]([C:15]([F:18])([F:17])[F:16])[N:12]3[N:19]=[CH:20][C:21]([C:22](O)=[O:23])=[C:11]3[N:10]=2)=[CH:5][CH:4]=1.C(Cl)(=O)C(Cl)=O.[C:31]1([CH:37]([N:39]2[CH2:44][CH2:43][NH:42][CH2:41][CH2:40]2)C)[CH:36]=[CH:35][CH:34]=[CH:33][CH:32]=1, predict the reaction product. (5) Given the reactants [C:1]([O:5][C:6](CC(O)=O)=[O:7])([CH3:4])([CH3:3])[CH3:2].[CH3:12][CH2:13][N:14]=C=NCCCN(C)C.Cl.C1C=CC2N([OH:33])N=NC=2C=1.C(N(CC)CC)C.[NH2:41][CH:42]1[CH2:45][CH:44]([N:46]2[CH2:51][CH2:50][C:49]([C:53]3[S:57][CH:56]=[N:55][CH:54]=3)([OH:52])[CH2:48][CH2:47]2)[CH2:43]1, predict the reaction product. The product is: [OH:52][C:49]1([C:53]2[S:57][CH:56]=[N:55][CH:54]=2)[CH2:48][CH2:47][N:46]([CH:44]2[CH2:45][CH:42]([NH:41][C:12](=[O:33])[CH2:13][NH:14][C:6](=[O:7])[O:5][C:1]([CH3:2])([CH3:3])[CH3:4])[CH2:43]2)[CH2:51][CH2:50]1. (6) Given the reactants [NH2:1][CH2:2][C@@H:3]1[C@H:8]([CH3:9])[CH2:7][CH2:6][CH2:5][N:4]1[C:10]([C:12]1[CH:17]=[C:16]([Cl:18])[CH:15]=[CH:14][C:13]=1[C:19]1[N:24]=[CH:23][CH:22]=[CH:21][N:20]=1)=[O:11].Cl[C:26]1[N:27]=[N:28][C:29]([C:32]([F:35])([F:34])[F:33])=[CH:30][CH:31]=1, predict the reaction product. The product is: [Cl:18][C:16]1[CH:15]=[CH:14][C:13]([C:19]2[N:20]=[CH:21][CH:22]=[CH:23][N:24]=2)=[C:12]([C:10]([N:4]2[CH2:5][CH2:6][CH2:7][C@@H:8]([CH3:9])[C@H:3]2[CH2:2][NH:1][C:26]2[N:27]=[N:28][C:29]([C:32]([F:35])([F:34])[F:33])=[CH:30][CH:31]=2)=[O:11])[CH:17]=1. (7) Given the reactants Cl[C:2]1C=C(SC2C3C(=CC(C)=CC=3)NC=2CCC(N)=O)C=C(Cl)C=1.[Cl:25][C:26]1[CH:31]=[CH:30][C:29]([S:32][C:33]2[C:41]3[C:36](=[CH:37][CH:38]=[CH:39][C:40]=3[CH3:42])[NH:35][C:34]=2[C:43]([OH:45])=[O:44])=[CH:28][CH:27]=1.C(Cl)(=O)C(Cl)=O.CO, predict the reaction product. The product is: [Cl:25][C:26]1[CH:27]=[CH:28][C:29]([S:32][C:33]2[C:41]3[C:36](=[CH:37][CH:38]=[CH:39][C:40]=3[CH3:42])[NH:35][C:34]=2[C:43]([O:45][CH3:2])=[O:44])=[CH:30][CH:31]=1.